From a dataset of Reaction yield outcomes from USPTO patents with 853,638 reactions. Predict the reaction yield, written as a fraction of the theoretical maximum amount of product (1.0 means a 100% yield; for example, 0.34 means a 34% yield). (1) The reactants are [S:1]([Cl:5])(=O)(=[O:3])[OH:2].[CH3:6][C:7]1[N:8]=[CH:9][S:10][CH:11]=1.P(Cl)(Cl)(Cl)(Cl)Cl. The catalyst is CCOC(C)=O. The product is [CH3:6][C:7]1[N:8]=[CH:9][S:10][C:11]=1[S:1]([Cl:5])(=[O:3])=[O:2]. The yield is 0.120. (2) The reactants are Cl[C:2]1[N:7]=[C:6]2[C:8]([CH2:11][C:12]([O:14][CH3:15])=[O:13])=[CH:9][O:10][C:5]2=[CH:4][CH:3]=1.CC(C1C=C(C(C)C)C(C2C=CC=CC=2P(C2CCCCC2)C2CCCCC2)=C(C(C)C)C=1)C.[CH3:50][C:51]1[CH:55]=[C:54]([Sn](CCCC)(CCCC)CCCC)[O:53][N:52]=1.O1CCOCC1. The catalyst is C([O-])(=O)C.[Pd+2].C([O-])(=O)C.CO.C(Cl)Cl. The product is [CH3:50][C:51]1[CH:55]=[C:54]([C:2]2[N:7]=[C:6]3[C:8]([CH2:11][C:12]([O:14][CH3:15])=[O:13])=[CH:9][O:10][C:5]3=[CH:4][CH:3]=2)[O:53][N:52]=1. The yield is 0.963. (3) The reactants are [CH3:1][N:2]1[C:10]2[CH:9]=[C:8]([N:11]3[CH:16]=[CH:15][C:14]([C:17]4[CH:18]=[N:19][C:20]([C:23]([F:26])([F:25])[F:24])=[CH:21][CH:22]=4)=[CH:13][C:12]3=[O:27])[CH:7]=[CH:6][C:5]=2[C:4]2[CH2:28][NH:29][CH2:30][CH2:31][C:3]1=2.[C:32]1(N)C(F)=C(F)C(F)=C(N)C=1F.Cl.Cl. No catalyst specified. The product is [CH3:32][N:29]1[CH2:30][CH2:31][C:3]2[N:2]([CH3:1])[C:10]3[CH:9]=[C:8]([N:11]4[CH:16]=[CH:15][C:14]([C:17]5[CH:18]=[N:19][C:20]([C:23]([F:24])([F:25])[F:26])=[CH:21][CH:22]=5)=[CH:13][C:12]4=[O:27])[CH:7]=[CH:6][C:5]=3[C:4]=2[CH2:28]1. The yield is 0.290. (4) The reactants are [C:1]([O:5][C:6]([NH:8][CH:9]1[CH2:13][CH2:12][C@:11]([CH2:17][O:18][CH2:19][CH3:20])([C:14]([OH:16])=O)[CH2:10]1)=[O:7])([CH3:4])([CH3:3])[CH3:2].Cl.Cl.[F:23][C:24]([F:38])([F:37])[C:25]1[CH:30]=[CH:29][N:28]=[C:27]([N:31]2[CH2:36][CH2:35][NH:34][CH2:33][CH2:32]2)[CH:26]=1.C(N(CC)CC)C.F[P-](F)(F)(F)(F)F.N1(OC(N(C)C)=[N+](C)C)C2C=CC=CC=2N=N1. The catalyst is CN(C=O)C.C(Cl)Cl. The product is [C:1]([O:5][C:6](=[O:7])[NH:8][CH:9]1[CH2:13][CH2:12][C@:11]([CH2:17][O:18][CH2:19][CH3:20])([C:14]([N:34]2[CH2:35][CH2:36][N:31]([C:27]3[CH:26]=[C:25]([C:24]([F:38])([F:23])[F:37])[CH:30]=[CH:29][N:28]=3)[CH2:32][CH2:33]2)=[O:16])[CH2:10]1)([CH3:2])([CH3:3])[CH3:4]. The yield is 0.400. (5) The reactants are [CH2:1]([C:3]1[C:7]2[CH:8]=[CH:9][CH:10]=[CH:11][C:6]=2[O:5][C:4]=1[CH:12]=[O:13])[CH3:2].O1CCCC1.[CH2:19]([Mg]Br)[CH:20]([CH3:22])[CH3:21].[Cl-].[NH4+]. The catalyst is O1CCCC1. The product is [CH2:1]([C:3]1[C:7]2[CH:8]=[CH:9][CH:10]=[CH:11][C:6]=2[O:5][C:4]=1[CH:12]([OH:13])[CH2:19][CH:20]([CH3:22])[CH3:21])[CH3:2]. The yield is 0.510. (6) The reactants are [N:1]1([NH:7][C:8]([C:10]2[C:14]([CH3:15])=[C:13]([C:16]3[CH:21]=[CH:20][C:19]([OH:22])=[CH:18][CH:17]=3)[N:12]([C:23]3[CH:28]=[CH:27][C:26]([Cl:29])=[CH:25][C:24]=3[Cl:30])[N:11]=2)=[O:9])[CH2:6][CH2:5][CH2:4][CH2:3][CH2:2]1.C(N(CC)CC)C.Cl[C:39]([O:41][CH2:42][CH2:43][CH3:44])=[O:40]. The catalyst is ClCCl. The product is [CH2:42]([O:41][C:39](=[O:40])[O:22][C:19]1[CH:18]=[CH:17][C:16]([C:13]2[N:12]([C:23]3[CH:28]=[CH:27][C:26]([Cl:29])=[CH:25][C:24]=3[Cl:30])[N:11]=[C:10]([C:8](=[O:9])[NH:7][N:1]3[CH2:6][CH2:5][CH2:4][CH2:3][CH2:2]3)[C:14]=2[CH3:15])=[CH:21][CH:20]=1)[CH2:43][CH3:44]. The yield is 0.650. (7) The catalyst is C1COCC1.O.CO. The product is [CH3:1][O:2][C:3]1[C:59]([O:60][CH2:61][CH2:62][CH2:63][O:64][C:65]2[C:66]([O:102][CH3:103])=[CH:67][C:68]3[C:74](=[O:75])[N:73]4[CH:76]=[C:77]([C:79]5[CH:80]=[CH:81][C:82]([N:85]6[CH2:86][CH2:87][N:88]([CH3:91])[CH2:89][CH2:90]6)=[CH:83][CH:84]=5)[CH2:78][C@H:72]4[CH:71]=[N:70][C:69]=3[CH:101]=2)=[CH:58][C:6]2[N:7]=[CH:8][C@@H:9]3[CH2:15][C:14](/[CH:16]=[CH:17]/[CH2:18][NH:19][C:20](=[O:48])[C@@H:21]([NH:23][C:24](=[O:47])[C@H:25]([NH:29][C:30](=[O:46])[O:31][CH2:32][CH:33]4[C:34]5[CH:35]=[CH:36][CH:37]=[CH:38][C:39]=5[C:40]5[C:45]4=[CH:44][CH:43]=[CH:42][CH:41]=5)[CH:26]([CH3:28])[CH3:27])[CH3:22])=[CH:13][N:10]3[C:11](=[O:12])[C:5]=2[CH:4]=1. The reactants are [CH3:1][O:2][C:3]1[C:59]([O:60][CH2:61][CH2:62][CH2:63][O:64][C:65]2[C:66]([O:102][CH3:103])=[CH:67][C:68]3[C:74](=[O:75])[N:73]4[CH:76]=[C:77]([C:79]5[CH:84]=[CH:83][C:82]([N:85]6[CH2:90][CH2:89][N:88]([CH3:91])[CH2:87][CH2:86]6)=[CH:81][CH:80]=5)[CH2:78][C@H:72]4[C:71](=O)[N:70](COCC[Si](C)(C)C)[C:69]=3[CH:101]=2)=[CH:58][C:6]2[N:7](COCC[Si](C)(C)C)[C:8](=O)[C@@H:9]3[CH2:15][C:14](/[CH:16]=[CH:17]/[CH2:18][NH:19][C:20](=[O:48])[C@@H:21]([NH:23][C:24](=[O:47])[C@@H:25]([NH:29][C:30](=[O:46])[O:31][CH2:32][CH:33]4[C:45]5[CH:44]=[CH:43][CH:42]=[CH:41][C:40]=5[C:39]5[C:34]4=[CH:35][CH:36]=[CH:37][CH:38]=5)[CH:26]([CH3:28])[CH3:27])[CH3:22])=[CH:13][N:10]3[C:11](=[O:12])[C:5]=2[CH:4]=1.[Li+].[B-](CC)(CC)CC. The yield is 0.510. (8) The reactants are [CH:1]1([C:6]([OH:23])([C:17]#[C:18][Si](C)(C)C)[CH2:7][C:8]2[O:13][C:12]([CH3:15])([CH3:14])[O:11][C:10](=[O:16])[CH:9]=2)[CH2:5][CH2:4][CH2:3][CH2:2]1.[F-].[Cs+]. The product is [CH:1]1([C:6]([OH:23])([C:17]#[CH:18])[CH2:7][C:8]2[O:13][C:12]([CH3:15])([CH3:14])[O:11][C:10](=[O:16])[CH:9]=2)[CH2:5][CH2:4][CH2:3][CH2:2]1. The yield is 0.610. The catalyst is CO.